This data is from NCI-60 drug combinations with 297,098 pairs across 59 cell lines. The task is: Regression. Given two drug SMILES strings and cell line genomic features, predict the synergy score measuring deviation from expected non-interaction effect. (1) Drug 1: COC1=CC(=CC(=C1O)OC)C2C3C(COC3=O)C(C4=CC5=C(C=C24)OCO5)OC6C(C(C7C(O6)COC(O7)C8=CC=CS8)O)O. Drug 2: C1C(C(OC1N2C=C(C(=O)NC2=O)F)CO)O. Cell line: NCIH23. Synergy scores: CSS=62.2, Synergy_ZIP=-5.36, Synergy_Bliss=-1.07, Synergy_Loewe=-0.0158, Synergy_HSA=3.99. (2) Drug 1: CC1C(C(=O)NC(C(=O)N2CCCC2C(=O)N(CC(=O)N(C(C(=O)O1)C(C)C)C)C)C(C)C)NC(=O)C3=C4C(=C(C=C3)C)OC5=C(C(=O)C(=C(C5=N4)C(=O)NC6C(OC(=O)C(N(C(=O)CN(C(=O)C7CCCN7C(=O)C(NC6=O)C(C)C)C)C)C(C)C)C)N)C. Drug 2: CC1=C2C(C(=O)C3(C(CC4C(C3C(C(C2(C)C)(CC1OC(=O)C(C(C5=CC=CC=C5)NC(=O)C6=CC=CC=C6)O)O)OC(=O)C7=CC=CC=C7)(CO4)OC(=O)C)O)C)OC(=O)C. Cell line: SR. Synergy scores: CSS=56.6, Synergy_ZIP=9.51, Synergy_Bliss=7.63, Synergy_Loewe=2.15, Synergy_HSA=7.06. (3) Cell line: SF-539. Synergy scores: CSS=1.59, Synergy_ZIP=1.34, Synergy_Bliss=-1.03, Synergy_Loewe=-0.545, Synergy_HSA=-2.30. Drug 1: C1=CC=C(C(=C1)C(C2=CC=C(C=C2)Cl)C(Cl)Cl)Cl. Drug 2: C1C(C(OC1N2C=NC(=NC2=O)N)CO)O. (4) Drug 1: C1=NC2=C(N=C(N=C2N1C3C(C(C(O3)CO)O)F)Cl)N. Drug 2: CC(C)NC(=O)C1=CC=C(C=C1)CNNC.Cl. Cell line: NCI-H226. Synergy scores: CSS=-1.02, Synergy_ZIP=-0.230, Synergy_Bliss=-0.349, Synergy_Loewe=-1.26, Synergy_HSA=-0.756. (5) Drug 1: C1=CC(=CC=C1CCCC(=O)O)N(CCCl)CCCl. Drug 2: C1CN1P(=S)(N2CC2)N3CC3. Cell line: BT-549. Synergy scores: CSS=8.03, Synergy_ZIP=-10.9, Synergy_Bliss=-12.2, Synergy_Loewe=-10.8, Synergy_HSA=-9.74. (6) Cell line: HT29. Drug 1: C1CN1C2=NC(=NC(=N2)N3CC3)N4CC4. Synergy scores: CSS=28.8, Synergy_ZIP=-6.19, Synergy_Bliss=-3.14, Synergy_Loewe=-3.62, Synergy_HSA=-0.762. Drug 2: CCN(CC)CCCC(C)NC1=C2C=C(C=CC2=NC3=C1C=CC(=C3)Cl)OC. (7) Drug 1: C1C(C(OC1N2C=NC(=NC2=O)N)CO)O. Drug 2: CC1C(C(CC(O1)OC2CC(CC3=C2C(=C4C(=C3O)C(=O)C5=CC=CC=C5C4=O)O)(C(=O)C)O)N)O. Cell line: NCI-H322M. Synergy scores: CSS=50.5, Synergy_ZIP=0.729, Synergy_Bliss=4.82, Synergy_Loewe=3.53, Synergy_HSA=6.18. (8) Drug 1: CCC(=C(C1=CC=CC=C1)C2=CC=C(C=C2)OCCN(C)C)C3=CC=CC=C3.C(C(=O)O)C(CC(=O)O)(C(=O)O)O. Drug 2: C#CCC(CC1=CN=C2C(=N1)C(=NC(=N2)N)N)C3=CC=C(C=C3)C(=O)NC(CCC(=O)O)C(=O)O. Cell line: EKVX. Synergy scores: CSS=2.58, Synergy_ZIP=-3.49, Synergy_Bliss=-3.17, Synergy_Loewe=-1.97, Synergy_HSA=-2.89. (9) Drug 1: CC(C)CN1C=NC2=C1C3=CC=CC=C3N=C2N. Drug 2: C1C(C(OC1N2C=NC3=C2NC=NCC3O)CO)O. Cell line: OVCAR-5. Synergy scores: CSS=-5.92, Synergy_ZIP=0.813, Synergy_Bliss=-4.79, Synergy_Loewe=-3.28, Synergy_HSA=-7.28.